Task: Predict the product of the given reaction.. Dataset: Forward reaction prediction with 1.9M reactions from USPTO patents (1976-2016) (1) The product is: [Br:9][C:10]1[CH:11]=[CH:12][CH:13]=[C:14]2[C:19]=1[N:18]=[C:17]([S:20][CH3:3])[N:16]([C:21]1[CH:26]=[CH:25][CH:24]=[CH:23][CH:22]=1)[C:15]2=[O:27]. Given the reactants CI.[C:3]([O-])([O-])=O.[K+].[K+].[Br:9][C:10]1[CH:11]=[CH:12][CH:13]=[C:14]2[C:19]=1[NH:18][C:17](=[S:20])[N:16]([C:21]1[CH:26]=[CH:25][CH:24]=[CH:23][CH:22]=1)[C:15]2=[O:27].O, predict the reaction product. (2) Given the reactants Cl.[CH3:2][O:3][C:4](=[O:12])[CH2:5][CH2:6][CH2:7][CH2:8][CH2:9][CH2:10][NH2:11].[CH2:13]([C:17]1[CH:24]=[CH:23][C:20]([CH:21]=O)=[CH:19][CH:18]=1)[CH2:14][CH2:15][CH3:16].C(N(CC)CC)C.[BH4-].[Na+], predict the reaction product. The product is: [CH3:2][O:3][C:4](=[O:12])[CH2:5][CH2:6][CH2:7][CH2:8][CH2:9][CH2:10][NH:11][CH2:21][C:20]1[CH:23]=[CH:24][C:17]([CH2:13][CH2:14][CH2:15][CH3:16])=[CH:18][CH:19]=1. (3) Given the reactants C[N:2](C)[CH:3]=[CH:4][C:5]([C:7]1[S:8][CH:9]=[C:10]([CH3:12])[CH:11]=1)=O.O.[NH2:15]N, predict the reaction product. The product is: [CH3:12][C:10]1[CH:11]=[C:7]([C:5]2[CH:4]=[CH:3][NH:2][N:15]=2)[S:8][CH:9]=1.